Dataset: Catalyst prediction with 721,799 reactions and 888 catalyst types from USPTO. Task: Predict which catalyst facilitates the given reaction. (1) Product: [Br:1][C:2]1[N:7]=[C:6]([CH3:8])[N:5]=[C:4]([CH2:9][OH:10])[CH:3]=1. The catalyst class is: 5. Reactant: [Br:1][C:2]1[N:7]=[C:6]([CH3:8])[N:5]=[C:4]([C:9](OC)=[O:10])[CH:3]=1.[BH4-].[Na+]. (2) Reactant: [Cl:1][C:2]1[CH:7]=[CH:6][C:5]([C:8]2[C:13]([C:14]3[C:19]([F:20])=[CH:18][C:17]([F:21])=[CH:16][C:15]=3[F:22])=[C:12](Cl)[N:11]=[N:10][C:9]=2[CH3:24])=[CH:4][CH:3]=1.[F-:25].[K+].CS(C)=O. Product: [Cl:1][C:2]1[CH:7]=[CH:6][C:5]([C:8]2[C:13]([C:14]3[C:19]([F:20])=[CH:18][C:17]([F:21])=[CH:16][C:15]=3[F:22])=[C:12]([F:25])[N:11]=[N:10][C:9]=2[CH3:24])=[CH:4][CH:3]=1. The catalyst class is: 170. (3) Reactant: C(O[C:5](=[O:7])C)(=O)C.C(O)=O.[F:11][C:12]1[CH:18]=[CH:17][CH:16]=[CH:15][C:13]=1[NH2:14]. Product: [F:11][C:12]1[CH:18]=[CH:17][CH:16]=[CH:15][C:13]=1[NH:14][CH:5]=[O:7]. The catalyst class is: 7.